This data is from Ames mutagenicity test results for genotoxicity prediction. The task is: Regression/Classification. Given a drug SMILES string, predict its toxicity properties. Task type varies by dataset: regression for continuous values (e.g., LD50, hERG inhibition percentage) or binary classification for toxic/non-toxic outcomes (e.g., AMES mutagenicity, cardiotoxicity, hepatotoxicity). Dataset: ames. (1) The drug is O=C1C=C(c2nnc(NC(=O)c3ccccc3)s2)C(O)=C/C1=N\c1ccc([N+](=O)[O-])cc1. The result is 1 (mutagenic). (2) The molecule is CC(=O)c1cc(NC(=O)Nc2ccc(OCC(O)CNC(C)(C)C)c(C(C)=O)c2)ccc1OCC(O)CNC(C)(C)C. The result is 0 (non-mutagenic). (3) The molecule is CC(=O)Nc1ccc2ccc3c(O)ccc4ccc1c2c43. The result is 1 (mutagenic). (4) The compound is CBr. The result is 1 (mutagenic). (5) The molecule is COc1cc(O)c2c(=O)c(O)c(-c3ccc(O)c(O)c3)oc2c1. The result is 1 (mutagenic). (6) The drug is CC(C)(C)OC(=O)CN=[N+]=[N-]. The result is 1 (mutagenic). (7) The molecule is O=[N+]([O-])c1ccc2ccc3nc4ccccc4c4ccc1c2c34. The result is 1 (mutagenic). (8) The drug is O=[N+]([O-])c1ccccc1S(=O)(=O)O. The result is 0 (non-mutagenic). (9) The drug is CC(=O)Nc1cc(N=[N+]([O-])c2ccc(C)c(NC(C)=O)c2)ccc1C. The result is 0 (non-mutagenic).